Dataset: Reaction yield outcomes from USPTO patents with 853,638 reactions. Task: Predict the reaction yield, written as a fraction of the theoretical maximum amount of product (1.0 means a 100% yield; for example, 0.34 means a 34% yield). (1) The reactants are [CH2:1]([O:8][CH2:9][C@H:10]1[O:12][CH2:11]1)[C:2]1[CH:7]=[CH:6][CH:5]=[CH:4][CH:3]=1.[CH2:13]([Mg]Cl)[CH:14]=[CH2:15].O. The catalyst is C1COCC1. The product is [CH2:1]([O:8][CH2:9][C@H:10]([OH:12])[CH2:11][CH2:15][CH:14]=[CH2:13])[C:2]1[CH:3]=[CH:4][CH:5]=[CH:6][CH:7]=1. The yield is 0.350. (2) The reactants are C[O:2][C:3]([C:5]1[NH:6][C:7]2[C:12]([CH:13]=1)=[C:11]([O:14][CH3:15])[CH:10]=[CH:9][CH:8]=2)=[O:4].[OH-].[K+]. The catalyst is CCO. The product is [CH3:15][O:14][C:11]1[CH:10]=[CH:9][CH:8]=[C:7]2[C:12]=1[CH:13]=[C:5]([C:3]([OH:4])=[O:2])[NH:6]2. The yield is 0.890. (3) The reactants are Br[C:2]1[CH:7]=[CH:6][C:5]([OH:8])=[C:4]([CH:9]([CH3:11])[CH3:10])[CH:3]=1.[CH3:12][N:13](C=O)C. The catalyst is [C-]#N.[C-]#N.[Zn+2]. The product is [C:12]([C:2]1[CH:7]=[CH:6][C:5]([OH:8])=[C:4]([CH:9]([CH3:11])[CH3:10])[CH:3]=1)#[N:13]. The yield is 0.600. (4) The reactants are [CH2:1]([O:8][CH2:9][CH2:10][C@H:11]1[CH2:14][C@H:13](CS([O-])(=O)=O)[CH2:12]1)[C:2]1[CH:7]=[CH:6][CH:5]=[CH:4][CH:3]=1.[N:20]([CH2:23][C:24]1[CH:31]=[CH:30][C:27]([O:28][CH3:29])=[CH:26][CH:25]=1)=[N+:21]=[N-:22].[F:32][C:33]1[C:34](=[O:40])[NH:35][C:36](=[O:39])[NH:37][CH:38]=1.C([O-])([O-])=O.[K+].[K+].C1OCCOCCOCCOCCOCCOC1. The catalyst is O.CCOC(C)=O.CN(C=O)C. The product is [N:20]([CH2:23][C:24]1[CH:31]=[CH:30][C:27]([O:28][CH3:29])=[CH:26][CH:25]=1)=[N+:21]=[N-:22].[F:32][C:33]1[C:34](=[O:40])[NH:35][C:36](=[O:39])[N:37]([C@H:13]2[CH2:12][C@@H:11]([CH2:10][CH2:9][O:8][CH2:1][C:2]3[CH:3]=[CH:4][CH:5]=[CH:6][CH:7]=3)[CH2:14]2)[CH:38]=1. The yield is 0.509. (5) The reactants are [CH3:1][Si:2]([CH3:25])([CH3:24])[CH2:3][CH2:4][O:5][C:6](=[O:23])[C:7]1[CH:12]=[C:11]([OH:13])[CH:10]=[CH:9][C:8]=1[CH2:14][CH2:15][C:16]([O:18][C:19]([CH3:22])([CH3:21])[CH3:20])=[O:17].[CH3:26][C:27]1[O:31][C:30]([C:32]2[CH:37]=[CH:36][CH:35]=[CH:34][CH:33]=2)=[N:29][C:28]=1[CH2:38][CH2:39]OS(C1C=CC(C)=CC=1)(=O)=O.C([O-])([O-])=O.[Cs+].[Cs+]. The catalyst is CN(C=O)C. The product is [CH3:25][Si:2]([CH3:24])([CH3:1])[CH2:3][CH2:4][O:5][C:6](=[O:23])[C:7]1[CH:12]=[C:11]([O:13][CH2:39][CH2:38][C:28]2[N:29]=[C:30]([C:32]3[CH:37]=[CH:36][CH:35]=[CH:34][CH:33]=3)[O:31][C:27]=2[CH3:26])[CH:10]=[CH:9][C:8]=1[CH2:14][CH2:15][C:16]([O:18][C:19]([CH3:22])([CH3:20])[CH3:21])=[O:17]. The yield is 0.780.